Task: Regression. Given two drug SMILES strings and cell line genomic features, predict the synergy score measuring deviation from expected non-interaction effect.. Dataset: NCI-60 drug combinations with 297,098 pairs across 59 cell lines Drug 1: C1CCC(CC1)NC(=O)N(CCCl)N=O. Drug 2: CN(C)N=NC1=C(NC=N1)C(=O)N. Cell line: M14. Synergy scores: CSS=0.550, Synergy_ZIP=1.58, Synergy_Bliss=-0.597, Synergy_Loewe=-7.16, Synergy_HSA=-4.68.